Dataset: Peptide-MHC class II binding affinity with 134,281 pairs from IEDB. Task: Regression. Given a peptide amino acid sequence and an MHC pseudo amino acid sequence, predict their binding affinity value. This is MHC class II binding data. (1) The peptide sequence is HNWVNHAVPLAMKLI. The MHC is DRB1_1101 with pseudo-sequence DRB1_1101. The binding affinity (normalized) is 0.270. (2) The peptide sequence is VLTNACELGEWVFST. The MHC is DRB1_0101 with pseudo-sequence DRB1_0101. The binding affinity (normalized) is 0.445. (3) The peptide sequence is LFGKKNLIPSSASPW. The MHC is HLA-DQA10501-DQB10302 with pseudo-sequence HLA-DQA10501-DQB10302. The binding affinity (normalized) is 0.465. (4) The peptide sequence is EWNVRSDVVARAMRL. The MHC is HLA-DPA10301-DPB10402 with pseudo-sequence HLA-DPA10301-DPB10402. The binding affinity (normalized) is 0.112. (5) The peptide sequence is DLGCGRGGWCYYAAA. The MHC is DRB1_0404 with pseudo-sequence DRB1_0404. The binding affinity (normalized) is 0.442.